From a dataset of Catalyst prediction with 721,799 reactions and 888 catalyst types from USPTO. Predict which catalyst facilitates the given reaction. (1) Reactant: Cl[C:2]1[C:11]2=[N:12][N:13](CC3C=CC(OC)=CC=3)[CH:14]=[C:10]2[C:9]2[C:8]([F:24])=[CH:7][CH:6]=[CH:5][C:4]=2[N:3]=1.[F:25][C:26]1[CH:27]=[C:28]([CH:30]=[CH:31][C:32]=1[N:33]1[CH2:38][CH2:37][O:36][CH2:35][CH2:34]1)[NH2:29].Cl. Product: [F:24][C:8]1[C:9]2[C:10]3[CH:14]=[N:13][NH:12][C:11]=3[C:2]([NH:29][C:28]3[CH:30]=[CH:31][C:32]([N:33]4[CH2:34][CH2:35][O:36][CH2:37][CH2:38]4)=[C:26]([F:25])[CH:27]=3)=[N:3][C:4]=2[CH:5]=[CH:6][CH:7]=1. The catalyst class is: 71. (2) Reactant: C1(C[O:5][C:6](=[O:33])[CH:7]([C:12]2[CH:17]=[C:16]([O:18][CH2:19][CH:20]3[CH2:22][CH2:21]3)[C:15]([C:23]3[CH:24]=[CH:25][C:26]4[C:27]([CH:31]=3)=[N:28][O:29][N:30]=4)=[C:14]([Cl:32])[CH:13]=2)[CH2:8][CH:9]([CH3:11])[CH3:10])CC1.[OH-].[K+]. Product: [N:30]1[O:29][N:28]=[C:27]2[CH:31]=[C:23]([C:15]3[C:16]([O:18][CH2:19][CH:20]4[CH2:22][CH2:21]4)=[CH:17][C:12]([CH:7]([CH2:8][CH:9]([CH3:10])[CH3:11])[C:6]([OH:33])=[O:5])=[CH:13][C:14]=3[Cl:32])[CH:24]=[CH:25][C:26]=12. The catalyst class is: 88. (3) Reactant: [Br:1][C:2]1[CH:7]=[CH:6][C:5]([CH:8]([C:10]2[CH:15]=[CH:14][C:13]([Cl:16])=[CH:12][CH:11]=2)[OH:9])=[CH:4][CH:3]=1.O[CH2:18][CH2:19][N:20]1[C:24](=[O:25])[C:23]2=[CH:26][CH:27]=[CH:28][CH:29]=[C:22]2[C:21]1=[O:30].O.C1(C)C=CC(S(O)(=O)=O)=CC=1. Product: [Br:1][C:2]1[CH:7]=[CH:6][C:5]([CH:8]([C:10]2[CH:15]=[CH:14][C:13]([Cl:16])=[CH:12][CH:11]=2)[O:9][CH2:18][CH2:19][N:20]2[C:21](=[O:30])[C:22]3[C:23](=[CH:26][CH:27]=[CH:28][CH:29]=3)[C:24]2=[O:25])=[CH:4][CH:3]=1. The catalyst class is: 11. (4) Reactant: [CH3:1][N:2]([CH2:22][C@@H:23]1[C:26]2[CH:27]=[C:28]([O:33][CH3:34])[C:29]([O:31][CH3:32])=[CH:30][C:25]=2[CH2:24]1)[CH2:3][CH2:4][CH2:5][N:6]1[C:16](=[O:17])[CH2:15][C:14]2[C:9](=[CH:10][C:11]([O:20][CH3:21])=[C:12]([O:18][CH3:19])[CH:13]=2)[CH2:8][CH2:7]1.[ClH:35]. Product: [CH3:1][N:2]([CH2:22][C@@H:23]1[C:26]2[CH:27]=[C:28]([O:33][CH3:34])[C:29]([O:31][CH3:32])=[CH:30][C:25]=2[CH2:24]1)[CH2:3][CH2:4][CH2:5][N:6]1[C:16](=[O:17])[CH2:15][C:14]2[C:9](=[CH:10][C:11]([O:20][CH3:21])=[C:12]([O:18][CH3:19])[CH:13]=2)[CH2:8][CH2:7]1.[ClH:35]. The catalyst class is: 234. (5) Reactant: C([O:5][C:6]([CH2:8][O:9][CH:10]1[C:14](=[O:15])[CH2:13][N:12]([C:16](=[O:35])[C@H:17]([CH2:31][CH:32]([CH3:34])[CH3:33])[NH:18][C:19]([C:21]2[CH:30]=[CH:29][C:28]3[C:23](=[CH:24][CH:25]=[CH:26][CH:27]=3)[N:22]=2)=[O:20])[CH2:11]1)=[O:7])(C)(C)C.FC(F)(F)C(O)=O. Product: [N:22]1[C:23]2[C:28](=[CH:27][CH:26]=[CH:25][CH:24]=2)[CH:29]=[CH:30][C:21]=1[C:19]([NH:18][C@H:17]([C:16]([N:12]1[CH2:11][CH:10]([O:9][CH2:8][C:6]([OH:7])=[O:5])[C:14](=[O:15])[CH2:13]1)=[O:35])[CH2:31][CH:32]([CH3:34])[CH3:33])=[O:20]. The catalyst class is: 4. (6) Reactant: C1COCC1.[Cl:6][C:7]1[CH:8]=[C:9]([CH2:23][CH2:24][C:25]#[N:26])[CH:10]=[C:11]([CH2:14][O:15][Si](C(C)(C)C)(C)C)[C:12]=1[Cl:13].CCCC[N+](CCCC)(CCCC)CCCC.[F-]. Product: [Cl:6][C:7]1[CH:8]=[C:9]([CH2:23][CH2:24][C:25]#[N:26])[CH:10]=[C:11]([CH2:14][OH:15])[C:12]=1[Cl:13]. The catalyst class is: 28. (7) Reactant: [Cl:1][C:2]1[C:3]([F:31])=[C:4]([CH:8]2[C:12]([C:15]3[CH:20]=[CH:19][C:18]([Cl:21])=[CH:17][C:16]=3[F:22])([C:13]#[N:14])[CH:11]([CH2:23][C:24]([CH3:27])([CH3:26])[CH3:25])[NH:10][CH:9]2[C:28]([OH:30])=O)[CH:5]=[CH:6][CH:7]=1.CN(C(ON1N=NC2C=CC=NC1=2)=[N+](C)C)C.F[P-](F)(F)(F)(F)F.CCN(C(C)C)C(C)C.[CH3:65][O:66][C:67](=[O:75])[CH2:68][CH:69]1[CH2:74][CH2:73][NH:72][CH2:71][CH2:70]1. Product: [CH3:65][O:66][C:67](=[O:75])[CH2:68][CH:69]1[CH2:70][CH2:71][N:72]([C:28]([C@H:9]2[C@H:8]([C:4]3[CH:5]=[CH:6][CH:7]=[C:2]([Cl:1])[C:3]=3[F:31])[C@:12]([C:15]3[CH:20]=[CH:19][C:18]([Cl:21])=[CH:17][C:16]=3[F:22])([C:13]#[N:14])[C@H:11]([CH2:23][C:24]([CH3:27])([CH3:26])[CH3:25])[NH:10]2)=[O:30])[CH2:73][CH2:74]1. The catalyst class is: 2.